Task: Regression. Given a peptide amino acid sequence and an MHC pseudo amino acid sequence, predict their binding affinity value. This is MHC class I binding data.. Dataset: Peptide-MHC class I binding affinity with 185,985 pairs from IEDB/IMGT (1) The peptide sequence is MPWLDNIVE. The MHC is HLA-B07:02 with pseudo-sequence HLA-B07:02. The binding affinity (normalized) is 0.213. (2) The binding affinity (normalized) is 0. The MHC is HLA-B07:02 with pseudo-sequence HLA-B07:02. The peptide sequence is TSTLQEQIGW. (3) The peptide sequence is WQFGPSTYY. The MHC is HLA-B15:17 with pseudo-sequence HLA-B15:17. The binding affinity (normalized) is 0.359. (4) The peptide sequence is AEQASQDVKNW. The MHC is HLA-B42:01 with pseudo-sequence HLA-B42:01. The binding affinity (normalized) is 0.433. (5) The peptide sequence is QPAGGKAEF. The MHC is HLA-B15:17 with pseudo-sequence HLA-B15:17. The binding affinity (normalized) is 0.0847. (6) The peptide sequence is VTLAILTALR. The MHC is HLA-A03:01 with pseudo-sequence HLA-A03:01. The binding affinity (normalized) is 0.502. (7) The peptide sequence is TPALATRGF. The MHC is HLA-B27:05 with pseudo-sequence HLA-B27:05. The binding affinity (normalized) is 0.0847. (8) The peptide sequence is KYYLAYTSY. The MHC is HLA-A30:01 with pseudo-sequence HLA-A30:01. The binding affinity (normalized) is 0.353. (9) The peptide sequence is LTPEVASL. The MHC is Mamu-B08 with pseudo-sequence Mamu-B08. The binding affinity (normalized) is 0.